Dataset: Reaction yield outcomes from USPTO patents with 853,638 reactions. Task: Predict the reaction yield, written as a fraction of the theoretical maximum amount of product (1.0 means a 100% yield; for example, 0.34 means a 34% yield). (1) The yield is 0.830. No catalyst specified. The reactants are [CH2:1]([O:8][N:9]1[C:18]2[C:13](=[CH:14][C:15](Br)=[CH:16][N:17]=2)[C:12]([NH:20][CH2:21][C:22]2[CH:27]=[CH:26][C:25]([O:28][CH3:29])=[CH:24][C:23]=2[O:30][CH3:31])=[C:11]([C:32]([NH:34][CH2:35][C:36]2[CH:41]=[CH:40][C:39]([F:42])=[CH:38][C:37]=2[F:43])=[O:33])[C:10]1=[O:44])[C:2]1[CH:7]=[CH:6][CH:5]=[CH:4][CH:3]=1.[CH2:45]([OH:53])[CH2:46][CH2:47][CH2:48][CH2:49][CH2:50][C:51]#[CH:52]. The product is [CH2:1]([O:8][N:9]1[C:18]2[C:13](=[CH:14][C:15]([C:52]#[C:51][CH2:50][CH2:49][CH2:48][CH2:47][CH2:46][CH2:45][OH:53])=[CH:16][N:17]=2)[C:12]([NH:20][CH2:21][C:22]2[CH:27]=[CH:26][C:25]([O:28][CH3:29])=[CH:24][C:23]=2[O:30][CH3:31])=[C:11]([C:32]([NH:34][CH2:35][C:36]2[CH:41]=[CH:40][C:39]([F:42])=[CH:38][C:37]=2[F:43])=[O:33])[C:10]1=[O:44])[C:2]1[CH:7]=[CH:6][CH:5]=[CH:4][CH:3]=1. (2) The reactants are Br[C:2]1[C:19]2[C:20]3[C:5]([C:6]4[C:21]5[C:10]6=[C:11]([C:22]([N:24]([C:27]7[C:32]([CH:33]([CH3:35])[CH3:34])=[CH:31][CH:30]=[CH:29][C:28]=7[CH:36]([CH3:38])[CH3:37])[C:25](=[O:26])[C:9]6=[CH:8][CH:7]=4)=[O:23])[CH:12]=[CH:13][C:14]=5[C:15]=3[CH:16]=[CH:17][CH:18]=2)=[CH:4][CH:3]=1.[C:39]([O:42][CH2:43][CH2:44][CH2:45][CH2:46][C:47]#[CH:48])(=[O:41])[CH3:40].Cl. The catalyst is O1CCCC1.N1CCCCC1.C1C=CC([P]([Pd]([P](C2C=CC=CC=2)(C2C=CC=CC=2)C2C=CC=CC=2)([P](C2C=CC=CC=2)(C2C=CC=CC=2)C2C=CC=CC=2)[P](C2C=CC=CC=2)(C2C=CC=CC=2)C2C=CC=CC=2)(C2C=CC=CC=2)C2C=CC=CC=2)=CC=1.[Cu]I. The product is [CH:36]([C:28]1[CH:29]=[CH:30][CH:31]=[C:32]([CH:33]([CH3:35])[CH3:34])[C:27]=1[N:24]1[C:25](=[O:26])[C:9]2[C:10]3[C:21]4[C:6](=[CH:7][CH:8]=2)[C:5]2[C:20]5[C:19]([C:2]([C:48]#[C:47][CH2:46][CH2:45][CH2:44][CH2:43][O:42][C:39](=[O:41])[CH3:40])=[CH:3][CH:4]=2)=[CH:18][CH:17]=[CH:16][C:15]=5[C:14]=4[CH:13]=[CH:12][C:11]=3[C:22]1=[O:23])([CH3:38])[CH3:37]. The yield is 0.900. (3) The reactants are [C:1]([C:5]1[NH:6][C:7]2[C:12]([CH:13]=1)=[C:11]([F:14])[CH:10]=[CH:9][CH:8]=2)([CH3:4])([CH3:3])[CH3:2].[N+:15]([O-])([O-:17])=[O:16].[K+].O. The catalyst is OS(O)(=O)=O. The product is [C:1]([C:5]1[NH:6][C:7]2[C:12]([CH:13]=1)=[C:11]([F:14])[C:10]([N+:15]([O-:17])=[O:16])=[CH:9][CH:8]=2)([CH3:4])([CH3:2])[CH3:3]. The yield is 0.730. (4) The reactants are [CH3:1][O:2][C:3](=[O:34])[C:4]([C:6]1[C:7]([CH3:33])=[N:8][C:9]2[CH2:10][CH2:11][N:12]([C:23]([O:25][CH2:26][C:27]3[CH:32]=[CH:31][CH:30]=[CH:29][CH:28]=3)=[O:24])[CH2:13][C:14]=2[C:15]=1[C:16]1[CH:21]=[CH:20][C:19]([CH3:22])=[CH:18][CH:17]=1)=[O:5].[B]1OC2C(=CC=CC=2)O1.C([O-])([O-])=O.[Na+].[Na+]. The catalyst is C1(C)C=CC=CC=1.CCOC(C)=O. The product is [OH:5][CH:4]([C:6]1[C:7]([CH3:33])=[N:8][C:9]2[CH2:10][CH2:11][N:12]([C:23]([O:25][CH2:26][C:27]3[CH:28]=[CH:29][CH:30]=[CH:31][CH:32]=3)=[O:24])[CH2:13][C:14]=2[C:15]=1[C:16]1[CH:21]=[CH:20][C:19]([CH3:22])=[CH:18][CH:17]=1)[C:3]([O:2][CH3:1])=[O:34]. The yield is 0.500.